From a dataset of Full USPTO retrosynthesis dataset with 1.9M reactions from patents (1976-2016). Predict the reactants needed to synthesize the given product. (1) Given the product [CH:13]([C:17]1[C:22]([Cl:23])=[N:21][C:20]([S:24][CH3:25])=[N:19][C:18]=1[N:31]1[CH2:32][CH2:33][CH:28]([CH3:27])[CH2:29][CH2:30]1)([CH2:15][CH3:16])[CH3:14], predict the reactants needed to synthesize it. The reactants are: C(N(CC)CC)C.O1CCCC1.[CH:13]([C:17]1[C:18](Cl)=[N:19][C:20]([S:24][CH3:25])=[N:21][C:22]=1[Cl:23])([CH2:15][CH3:16])[CH3:14].[CH3:27][CH:28]1[CH2:33][CH2:32][NH:31][CH2:30][CH2:29]1. (2) Given the product [CH2:19]([O:26][C:27](=[O:45])[NH:28][CH:29]1[CH2:30][CH2:31][CH2:32][CH:33]([OH:37])[CH2:34][CH2:35][CH2:36]1)[C:20]1[CH:21]=[CH:22][CH:23]=[CH:24][CH:25]=1, predict the reactants needed to synthesize it. The reactants are: [F-].C([N+](CCCC)(CCCC)CCCC)CCC.[CH2:19]([O:26][C:27](=[O:45])[NH:28][CH:29]1[CH2:36][CH2:35][CH2:34][CH:33]([O:37][Si](C(C)(C)C)(C)C)[CH2:32][CH2:31][CH2:30]1)[C:20]1[CH:25]=[CH:24][CH:23]=[CH:22][CH:21]=1. (3) Given the product [C:12]([O:11][C:9]([N:24]1[C:25]2[C:21](=[CH:20][CH:19]=[CH:18][C:17]=2[Cl:16])[CH:22]=[CH:23]1)=[O:10])([CH3:13])([CH3:14])[CH3:15], predict the reactants needed to synthesize it. The reactants are: [C:9](O[C:9]([O:11][C:12]([CH3:15])([CH3:14])[CH3:13])=[O:10])([O:11][C:12]([CH3:15])([CH3:14])[CH3:13])=[O:10].[Cl:16][C:17]1[CH:18]=[CH:19][CH:20]=[C:21]2[C:25]=1[NH:24][CH:23]=[CH:22]2. (4) The reactants are: Cl.[O:2]1[C:6]2[CH:7]=[CH:8][CH:9]=[C:10]([CH:11]3[CH2:16][CH2:15][N:14]([CH2:17][CH2:18][C@H:19]4[CH2:24][CH2:23][C@H:22]([NH2:25])[CH2:21][CH2:20]4)[CH2:13][CH2:12]3)[C:5]=2[O:4][CH2:3]1.[O:26]1[CH2:29][CH:28]([CH2:30][C:31](OC)=[O:32])[CH2:27]1. Given the product [O:2]1[C:6]2[CH:7]=[CH:8][CH:9]=[C:10]([CH:11]3[CH2:16][CH2:15][N:14]([CH2:17][CH2:18][C@H:19]4[CH2:20][CH2:21][C@H:22]([NH:25][C:31](=[O:32])[CH2:30][CH:28]5[CH2:29][O:26][CH2:27]5)[CH2:23][CH2:24]4)[CH2:13][CH2:12]3)[C:5]=2[O:4][CH2:3]1, predict the reactants needed to synthesize it. (5) Given the product [Cl:31][C:32]1[CH:33]=[CH:34][C:35]([S:38]([N:41]2[C@@H:46]([CH3:45])[CH2:2][C:53]3[NH:52][N:50]=[CH:49][C:48]=3[C@@H:42]2[CH3:43])(=[O:39])=[O:40])=[CH:36][CH:37]=1, predict the reactants needed to synthesize it. The reactants are: Cl[C:2]1C=CC(S(N2[C@@H](C)CC(=O)C[C@@H]2C)(=O)=O)=CC=1.CN(C(OC)OC)C.O.NN.[Cl:31][C:32]1[CH:37]=[CH:36][C:35]([S:38]([N:41]2[CH2:46][CH2:45]C(=O)[CH2:43][CH:42]2[C:48]2[CH:49]=[N:50]C=[N:52][CH:53]=2)(=[O:40])=[O:39])=[CH:34][CH:33]=1. (6) Given the product [CH3:1][C:2]1[CH:3]=[CH:4][C:5]([S:8]([O:11][CH2:12][CH:13]2[CH:14]=[CH:15][C:18]3[C:17](=[C:26]4[CH:25]=[CH:24][CH:23]=[CH:22][C:21]4=[CH:20][CH:19]=3)[O:16]2)(=[O:10])=[O:9])=[CH:6][CH:7]=1, predict the reactants needed to synthesize it. The reactants are: [CH3:1][C:2]1[CH:7]=[CH:6][C:5]([S:8]([O:11][CH2:12][CH:13]([O:16][C:17]2[C:26]3[C:21](=[CH:22][CH:23]=[CH:24][CH:25]=3)[CH:20]=[CH:19][C:18]=2C=C)[CH:14]=[CH2:15])(=[O:10])=[O:9])=[CH:4][CH:3]=1. (7) Given the product [CH:29]1[C:30]2[CH:31]([CH2:33][O:34][C:35]([NH:37][C@H:38]([C:43]([NH:1][CH2:2][C@:3]3([CH2:18][OH:19])[O:7][C@@H:6]([N:8]4[CH:16]=[C:14]([CH3:15])[C:12](=[O:13])[NH:11][C:9]4=[O:10])[CH2:5][C@@H:4]3[OH:17])=[O:44])[CH2:39][CH:40]([CH3:42])[CH3:41])=[O:36])[C:32]3[C:24](=[CH:23][CH:22]=[CH:21][CH:20]=3)[C:25]=2[CH:26]=[CH:27][CH:28]=1, predict the reactants needed to synthesize it. The reactants are: [NH2:1][CH2:2][C@:3]1([CH2:18][OH:19])[O:7][C@@H:6]([N:8]2[CH:16]=[C:14]([CH3:15])[C:12](=[O:13])[NH:11][C:9]2=[O:10])[CH2:5][C@@H:4]1[OH:17].[CH:20]1[C:32]2[CH:31]([CH2:33][O:34][C:35]([NH:37][C@H:38]([C:43](O)=[O:44])[CH2:39][CH:40]([CH3:42])[CH3:41])=[O:36])[C:30]3[C:25](=[CH:26][CH:27]=[CH:28][CH:29]=3)[C:24]=2[CH:23]=[CH:22][CH:21]=1.[B-](F)(F)(F)F.CN(C(ON1C(=O)CCC1=O)=[N+](C)C)C.C(N(C(C)C)CC)(C)C.C(NCC(NC[C@]1(CO)O[C@@H](N2C=C(C)C(=O)NC2=O)C[C@@H]1O)=O)(=O)C. (8) Given the product [CH3:11][O:12][C:2]1[C:7]([CH:8]=[O:9])=[C:6]([O:18][CH3:15])[N:5]=[CH:4][N:3]=1, predict the reactants needed to synthesize it. The reactants are: Cl[C:2]1[C:7]([CH:8]=[O:9])=[C:6](Cl)[N:5]=[CH:4][N:3]=1.[CH3:11][O-:12].[Na+].Cl.[C:15]([O-:18])(O)=O.[Na+]. (9) Given the product [O:1]1[C:5]2[CH:6]=[CH:7][CH:8]=[CH:9][C:4]=2[CH:3]=[C:2]1[C:10]([NH:12][C:13]1[S:14][CH:15]=[C:16]([C:39]2[CH:38]=[CH:37][C:36]([O:35][C:34]([F:33])([F:45])[F:46])=[CH:41][CH:40]=2)[C:17]=1[C:18]([OH:20])=[O:19])=[O:11], predict the reactants needed to synthesize it. The reactants are: [O:1]1[C:5]2[CH:6]=[CH:7][CH:8]=[CH:9][C:4]=2[CH:3]=[C:2]1[C:10]([NH:12][C:13]1[S:14][CH:15]=[C:16](OS(C(F)(F)F)(=O)=O)[C:17]=1[C:18]([O:20]C(C)(C)C)=[O:19])=[O:11].[F:33][C:34]([F:46])([F:45])[O:35][C:36]1[CH:41]=[CH:40][C:39](B(O)O)=[CH:38][CH:37]=1.C(=O)([O-])[O-].[Na+].[Na+].C(O)C.